From a dataset of Catalyst prediction with 721,799 reactions and 888 catalyst types from USPTO. Predict which catalyst facilitates the given reaction. (1) Reactant: [F:1][C:2]1[CH:10]=[CH:9][C:8]2[NH:7][C:6]3[CH:11]=[CH:12][NH:13][C:14](=[O:15])[C:5]=3[C:4]=2[CH:3]=1.Cl[CH2:17][C:18]1[CH:23]=[CH:22][C:21]([O:24][CH3:25])=[CH:20][CH:19]=1.[H-].[Na+]. Product: [F:1][C:2]1[CH:10]=[CH:9][C:8]2[N:7]([CH2:17][C:18]3[CH:23]=[CH:22][C:21]([O:24][CH3:25])=[CH:20][CH:19]=3)[C:6]3[CH:11]=[CH:12][NH:13][C:14](=[O:15])[C:5]=3[C:4]=2[CH:3]=1. The catalyst class is: 3. (2) Reactant: [CH3:1][N:2]([CH3:24])[C:3]1[CH:8]=[CH:7][C:6]([C:9]2[NH:14][C:13](=[O:15])[C:12]([C:16]([O:18]C)=[O:17])=[C:11]([OH:20])[C:10]=2/[CH:21]=[CH:22]/[CH3:23])=[CH:5][CH:4]=1.[Li+].[I-].Cl. Product: [CH3:1][N:2]([CH3:24])[C:3]1[CH:8]=[CH:7][C:6]([C:9]2[NH:14][C:13](=[O:15])[C:12]([C:16]([OH:18])=[O:17])=[C:11]([OH:20])[C:10]=2/[CH:21]=[CH:22]/[CH3:23])=[CH:5][CH:4]=1. The catalyst class is: 25. (3) Reactant: C(OC([N:8]1[C@@H:12]([CH2:13][F:14])[C@@H:11]([C:15]2[CH:20]=[CH:19][C:18]([C:21]3[CH:22]=[N:23][C:24]([CH:27]([CH:29]([CH3:31])[CH3:30])[NH2:28])=[CH:25][CH:26]=3)=[CH:17][CH:16]=2)[O:10]C1(C)C)=O)(C)(C)C.[F:34][C:35]([F:40])([F:39])[C:36]([OH:38])=[O:37]. Product: [OH:38][C:36]([C:35]([F:40])([F:39])[F:34])=[O:37].[NH2:8][C@H:12]([CH2:13][F:14])[C@@H:11]([C:15]1[CH:16]=[CH:17][C:18]([C:21]2[CH:22]=[N:23][C:24]([CH:27]([CH:29]([CH3:31])[CH3:30])[NH2:28])=[CH:25][CH:26]=2)=[CH:19][CH:20]=1)[OH:10]. The catalyst class is: 2.